This data is from NCI-60 drug combinations with 297,098 pairs across 59 cell lines. The task is: Regression. Given two drug SMILES strings and cell line genomic features, predict the synergy score measuring deviation from expected non-interaction effect. Drug 1: CN(C)C1=NC(=NC(=N1)N(C)C)N(C)C. Drug 2: CN(CC1=CN=C2C(=N1)C(=NC(=N2)N)N)C3=CC=C(C=C3)C(=O)NC(CCC(=O)O)C(=O)O. Cell line: CAKI-1. Synergy scores: CSS=8.05, Synergy_ZIP=-5.23, Synergy_Bliss=-6.38, Synergy_Loewe=-11.1, Synergy_HSA=-3.42.